From a dataset of Ames mutagenicity test results for genotoxicity prediction. Regression/Classification. Given a drug SMILES string, predict its toxicity properties. Task type varies by dataset: regression for continuous values (e.g., LD50, hERG inhibition percentage) or binary classification for toxic/non-toxic outcomes (e.g., AMES mutagenicity, cardiotoxicity, hepatotoxicity). Dataset: ames. The compound is Cc1ccc(CN2C3c4ccccc4-c4ccccc4C32)cc1. The result is 1 (mutagenic).